The task is: Regression. Given a peptide amino acid sequence and an MHC pseudo amino acid sequence, predict their binding affinity value. This is MHC class I binding data.. This data is from Peptide-MHC class I binding affinity with 185,985 pairs from IEDB/IMGT. (1) The peptide sequence is LEARVNLSV. The MHC is HLA-B83:01 with pseudo-sequence HLA-B83:01. The binding affinity (normalized) is 0.213. (2) The peptide sequence is YQERFVLAL. The MHC is HLA-B39:01 with pseudo-sequence HLA-B39:01. The binding affinity (normalized) is 0.936. (3) The peptide sequence is ITTLLNETA. The MHC is HLA-A02:02 with pseudo-sequence HLA-A02:02. The binding affinity (normalized) is 0.443. (4) The peptide sequence is IYPFHVQKI. The MHC is HLA-A24:02 with pseudo-sequence HLA-A24:02. The binding affinity (normalized) is 1.00.